This data is from Reaction yield outcomes from USPTO patents with 853,638 reactions. The task is: Predict the reaction yield, written as a fraction of the theoretical maximum amount of product (1.0 means a 100% yield; for example, 0.34 means a 34% yield). (1) The reactants are P(Cl)(Cl)(Cl)=O.[CH3:6][C:7]1[CH2:11][C:10](=[O:12])[N:9]([C:13]2[CH:18]=[CH:17][CH:16]=[CH:15][CH:14]=2)[N:8]=1.O.CN(C)[CH:22]=[O:23]. No catalyst specified. The product is [CH3:6][C:7]1[CH:11]([CH:22]=[O:23])[C:10](=[O:12])[N:9]([C:13]2[CH:18]=[CH:17][CH:16]=[CH:15][CH:14]=2)[N:8]=1. The yield is 0.504. (2) The reactants are C([O:8][C@@H:9]1[CH2:13][CH2:12][CH2:11][C@H:10]1[NH2:14])C1C=CC=CC=1.[C:15]([OH:21])([C:17]([F:20])([F:19])[F:18])=[O:16]. The catalyst is CCO.[OH-].[OH-].[Pd+2]. The product is [OH:21][C:15]([C:17]([F:20])([F:19])[F:18])=[O:16].[NH2:14][C@@H:10]1[CH2:11][CH2:12][CH2:13][C@H:9]1[OH:8]. The yield is 1.00. (3) The reactants are [OH-].[K+].[CH3:3][C:4]1([CH3:17])[CH2:13][CH2:12][C:11]([CH3:15])([CH3:14])[C:10]2[CH:9]=[C:8]([OH:16])[CH:7]=[CH:6][C:5]1=2.Br[CH2:19][CH2:20][O:21][C:22]1[CH:29]=[CH:28][C:25]([CH:26]=[O:27])=[CH:24][CH:23]=1. The catalyst is C(O)C. The product is [CH3:3][C:4]1([CH3:17])[CH2:13][CH2:12][C:11]([CH3:15])([CH3:14])[C:10]2[CH:9]=[C:8]([O:16][CH2:19][CH2:20][O:21][C:22]3[CH:29]=[CH:28][C:25]([CH:26]=[O:27])=[CH:24][CH:23]=3)[CH:7]=[CH:6][C:5]1=2. The yield is 0.464. (4) The reactants are C(O[C:4](=[O:32])/[CH:5]=[CH:6]/[C:7]1[C:8]([NH:23][C:24]2[C:29]([F:30])=[CH:28][CH:27]=[CH:26][C:25]=2[F:31])=[N:9][C:10](SC)=[N:11][C:12]=1[C:13]1[CH:18]=[CH:17][C:16]([F:19])=[CH:15][C:14]=1[CH3:20])C.[CH3:33][O-:34].[Na+]. The catalyst is CO. The product is [F:30][C:29]1[CH:28]=[CH:27][CH:26]=[C:25]([F:31])[C:24]=1[N:23]1[C:8]2[N:9]=[C:10]([O:34][CH3:33])[N:11]=[C:12]([C:13]3[CH:18]=[CH:17][C:16]([F:19])=[CH:15][C:14]=3[CH3:20])[C:7]=2[CH:6]=[CH:5][C:4]1=[O:32]. The yield is 0.830. (5) The reactants are P(Br)(Br)[Br:2].[CH3:5][O:6][C:7]1[CH:12]=[CH:11][C:10]([N:13]2[C:17]([C:18]3[CH:23]=[CH:22][C:21]([CH3:24])=[CH:20][CH:19]=3)=[CH:16][C:15]([CH2:25]O)=[N:14]2)=[CH:9][CH:8]=1.[OH-].[Na+]. The catalyst is C(Cl)Cl. The product is [Br:2][CH2:25][C:15]1[CH:16]=[C:17]([C:18]2[CH:23]=[CH:22][C:21]([CH3:24])=[CH:20][CH:19]=2)[N:13]([C:10]2[CH:11]=[CH:12][C:7]([O:6][CH3:5])=[CH:8][CH:9]=2)[N:14]=1. The yield is 0.860. (6) The reactants are [Si](O[C@@H]1[C@@H](CO[Si](C(C)(C)C)(C)C)O[C@@H](N2C3N=CN=C(OC4C=CC([N+]([O-])=O)=CC=4)C=3N=C2)C1)(C(C)(C)C)(C)C.N1(O[C:52]2[C:53]3[N:54]=[CH:55][N:56]([C:87]=3[N:88]=[CH:89][N:90]=2)[C@@H:57]2[O:86][C@H:76]([CH2:77][O:78][Si:79]([C:82]([CH3:85])([CH3:84])[CH3:83])([CH3:81])[CH3:80])[C@@H:67]([O:68][Si:69]([C:72]([CH3:75])([CH3:74])[CH3:73])([CH3:71])[CH3:70])[C@H:58]2[O:59][Si:60]([C:63]([CH3:66])([CH3:65])[CH3:64])([CH3:62])[CH3:61])C2C=CC=CC=2N=N1.C([O-])([O-])=O.[Cs+].[Cs+].[OH:97][C:98]1[CH:99]=[CH:100][CH:101]=[C:102]2[C:107]=1[N:106]=[CH:105][CH:104]=[CH:103]2. The catalyst is COCCOC. The product is [N:106]1[C:107]2[C:102](=[CH:101][CH:100]=[CH:99][C:98]=2[O:97][C:52]2[C:53]3[N:54]=[CH:55][N:56]([C:87]=3[N:88]=[CH:89][N:90]=2)[C@@H:57]2[O:86][C@H:76]([CH2:77][O:78][Si:79]([C:82]([CH3:85])([CH3:84])[CH3:83])([CH3:81])[CH3:80])[C@@H:67]([O:68][Si:69]([C:72]([CH3:73])([CH3:74])[CH3:75])([CH3:70])[CH3:71])[C@H:58]2[O:59][Si:60]([C:63]([CH3:66])([CH3:65])[CH3:64])([CH3:61])[CH3:62])[CH:103]=[CH:104][CH:105]=1. The yield is 0.720. (7) The reactants are Cl.[F:2][C:3]1[CH:8]=[C:7]([F:9])[CH:6]=[CH:5][C:4]=1[N:10]1[C:14]([N:15]2[N:24]=[C:23]3[C:17]([CH2:18][CH2:19][O:20][C:21]4[CH:28]=[CH:27][C:26]([CH:29]5[CH2:34][CH2:33][NH:32][CH2:31][CH2:30]5)=[CH:25][C:22]=43)=[CH:16]2)=[N:13][CH:12]=[N:11]1.Cl([O-])(=O)(=O)=O.[Li+].CCN(C(C)C)C(C)C.[CH3:50][C:51]1([CH3:54])[CH2:53][O:52]1. The catalyst is C1COCC1.O. The product is [F:2][C:3]1[CH:8]=[C:7]([F:9])[CH:6]=[CH:5][C:4]=1[N:10]1[C:14]([N:15]2[N:24]=[C:23]3[C:17]([CH2:18][CH2:19][O:20][C:21]4[CH:28]=[CH:27][C:26]([CH:29]5[CH2:34][CH2:33][N:32]([CH2:50][C:51]([CH3:54])([OH:52])[CH3:53])[CH2:31][CH2:30]5)=[CH:25][C:22]=43)=[CH:16]2)=[N:13][CH:12]=[N:11]1. The yield is 0.540.